Dataset: Full USPTO retrosynthesis dataset with 1.9M reactions from patents (1976-2016). Task: Predict the reactants needed to synthesize the given product. (1) Given the product [O:16]=[C:14]1[C:5]2[C:4](=[CH:9][C:8]([C:10]([OH:12])=[O:11])=[CH:7][CH:6]=2)[NH:1][C:2](=[S:3])[N:24]1[CH2:23][C:19]1[S:18][CH:22]=[CH:21][N:20]=1, predict the reactants needed to synthesize it. The reactants are: [N:1]([C:4]1[CH:9]=[C:8]([C:10]([O:12]C)=[O:11])[CH:7]=[CH:6][C:5]=1[C:14]([O:16]C)=O)=[C:2]=[S:3].[S:18]1[CH:22]=[CH:21][N:20]=[C:19]1[CH2:23][NH2:24].[OH-].[Na+].Cl. (2) Given the product [F:22][C:17]1[CH:18]=[CH:19][CH:20]=[CH:21][C:16]=1[CH:2]1[S:30][C:25]2=[N:26][C:27]([CH3:29])=[CH:28][N:24]2[N:23]=[C:3]1[C:5]1[CH:6]=[CH:7][C:8]2[O:13][CH2:12][C:11](=[O:14])[NH:10][C:9]=2[CH:15]=1, predict the reactants needed to synthesize it. The reactants are: Br[CH:2]([C:16]1[CH:21]=[CH:20][CH:19]=[CH:18][C:17]=1[F:22])[C:3]([C:5]1[CH:6]=[CH:7][C:8]2[O:13][CH2:12][C:11](=[O:14])[NH:10][C:9]=2[CH:15]=1)=O.[NH2:23][N:24]1[CH:28]=[C:27]([CH3:29])[N:26]=[C:25]1[SH:30].C(O)C. (3) Given the product [Si:1]([N:8]1[C:16]2[C:11](=[C:12]([B:31]([OH:36])[OH:32])[C:13]([F:17])=[CH:14][CH:15]=2)[CH:10]=[CH:9]1)([C:4]([CH3:7])([CH3:6])[CH3:5])([CH3:3])[CH3:2], predict the reactants needed to synthesize it. The reactants are: [Si:1]([N:8]1[C:16]2[C:11](=[CH:12][C:13]([F:17])=[CH:14][CH:15]=2)[CH:10]=[CH:9]1)([C:4]([CH3:7])([CH3:6])[CH3:5])([CH3:3])[CH3:2].CN(CCN(C)C)C.[Li]C(CC)C.[B:31](OC(C)C)([O:36]C(C)C)[O:32]C(C)C. (4) The reactants are: FC(F)(F)C(O)=O.[CH3:8][NH:9][C@H:10]([C:14]([NH:16][C@H:17]([C:21]([N:23]([C@@H:25]([C@@H:67]([CH3:70])[CH2:68][CH3:69])[C@H:26]([O:65][CH3:66])[CH2:27][C:28]([N:30]1[CH2:34][CH2:33][CH2:32][C@H:31]1[C@H:35]([O:63][CH3:64])[C@@H:36]([CH3:62])[C:37]([NH:39][C@@H:40]([CH2:55][C:56]1[CH:61]=[CH:60][CH:59]=[CH:58][CH:57]=1)[C:41]([O:43][CH2:44][C:45]12[CH2:54][CH:49]3[CH2:50][CH:51]([CH2:53][CH:47]([CH2:48]3)[CH2:46]1)[CH2:52]2)=[O:42])=[O:38])=[O:29])[CH3:24])=[O:22])[CH:18]([CH3:20])[CH3:19])=[O:15])[CH:11]([CH3:13])[CH3:12].[C:71]([OH:77])(=[O:76])[CH2:72][CH2:73][CH:74]=O.C([BH3-])#N.[Na+].Cl. Given the product [C:71]([CH2:72][CH2:73][CH2:74][N:9]([CH3:8])[C@H:10]([C:14]([NH:16][C@H:17]([C:21]([N:23]([C@@H:25]([C@@H:67]([CH3:70])[CH2:68][CH3:69])[C@H:26]([O:65][CH3:66])[CH2:27][C:28]([N:30]1[CH2:34][CH2:33][CH2:32][C@H:31]1[C@H:35]([O:63][CH3:64])[C@@H:36]([CH3:62])[C:37]([NH:39][C@@H:40]([CH2:55][C:56]1[CH:57]=[CH:58][CH:59]=[CH:60][CH:61]=1)[C:41]([O:43][CH2:44][C:45]12[CH2:46][CH:47]3[CH2:53][CH:51]([CH2:50][CH:49]([CH2:48]3)[CH2:54]1)[CH2:52]2)=[O:42])=[O:38])=[O:29])[CH3:24])=[O:22])[CH:18]([CH3:19])[CH3:20])=[O:15])[CH:11]([CH3:13])[CH3:12])([OH:77])=[O:76], predict the reactants needed to synthesize it.